The task is: Predict the product of the given reaction.. This data is from Forward reaction prediction with 1.9M reactions from USPTO patents (1976-2016). Given the reactants [F:1][C:2]([F:16])([F:15])[C:3]1[CH:8]=[CH:7][C:6](/[CH:9]=[CH:10]/[CH:11]=[CH:12]/[CH2:13][OH:14])=[CH:5][CH:4]=1, predict the reaction product. The product is: [F:1][C:2]([F:15])([F:16])[C:3]1[CH:4]=[CH:5][C:6](/[CH:9]=[CH:10]/[CH:11]=[CH:12]/[CH:13]=[O:14])=[CH:7][CH:8]=1.